From a dataset of Forward reaction prediction with 1.9M reactions from USPTO patents (1976-2016). Predict the product of the given reaction. (1) Given the reactants C(=O)([O-])[O-].[Cs+].[Cs+].Br[C:8]1[CH:13]=[CH:12][C:11]([O:14][CH3:15])=[C:10]([F:16])[CH:9]=1.[NH2:17][C:18]1[N:33]=[CH:32][CH:31]=[CH:30][C:19]=1[C:20]([NH:22][C:23]1[CH:28]=[CH:27][C:26]([F:29])=[CH:25][CH:24]=1)=[O:21].O1CCOCC1, predict the reaction product. The product is: [F:16][C:10]1[CH:9]=[C:8]([NH:17][C:18]2[N:33]=[CH:32][CH:31]=[CH:30][C:19]=2[C:20]([NH:22][C:23]2[CH:24]=[CH:25][C:26]([F:29])=[CH:27][CH:28]=2)=[O:21])[CH:13]=[CH:12][C:11]=1[O:14][CH3:15]. (2) Given the reactants [CH:1]([O:4][C:5]([N:7]1[CH2:12][CH2:11][CH:10]([O:13][C:14]2[CH:19]=[CH:18][C:17]([C:20]3[CH:25]=[CH:24][C:23]([CH:26]([NH:35]C(OC(C)(C)C)=O)[C:27]([N:29]4[CH2:33][CH2:32][C@H:31]([F:34])[CH2:30]4)=[O:28])=[CH:22][CH:21]=3)=[CH:16][CH:15]=2)[CH2:9][CH2:8]1)=[O:6])([CH3:3])[CH3:2].C(O)(C(F)(F)F)=O, predict the reaction product. The product is: [CH:1]([O:4][C:5]([N:7]1[CH2:12][CH2:11][CH:10]([O:13][C:14]2[CH:15]=[CH:16][C:17]([C:20]3[CH:25]=[CH:24][C:23]([C@H:26]([NH2:35])[C:27]([N:29]4[CH2:33][CH2:32][C@H:31]([F:34])[CH2:30]4)=[O:28])=[CH:22][CH:21]=3)=[CH:18][CH:19]=2)[CH2:9][CH2:8]1)=[O:6])([CH3:3])[CH3:2]. (3) Given the reactants [CH:1]1([N:7]([CH:15]2[CH2:20][CH2:19][NH:18][CH2:17][CH2:16]2)[C:8](=[O:14])[CH:9]([CH2:12][CH3:13])[CH2:10][CH3:11])[CH2:6][CH2:5][CH2:4][CH2:3][CH2:2]1.[Cl:21][C:22]1[CH:46]=[CH:45][C:25]([CH2:26][C@H:27]([C:42](O)=[O:43])[NH:28][CH:29]2[CH2:34][CH2:33][N:32]([C:35]([O:37][C:38]([CH3:41])([CH3:40])[CH3:39])=[O:36])[CH2:31][CH2:30]2)=[CH:24][CH:23]=1.OC1C2N=NNC=2C=CC=1.Cl.CN(C)CCCN=C=NCC.C(N(C(C)C)CC)(C)C, predict the reaction product. The product is: [Cl:21][C:22]1[CH:23]=[CH:24][C:25]([CH2:26][C@@H:27]([NH:28][CH:29]2[CH2:34][CH2:33][N:32]([C:35]([O:37][C:38]([CH3:39])([CH3:41])[CH3:40])=[O:36])[CH2:31][CH2:30]2)[C:42]([N:18]2[CH2:19][CH2:20][CH:15]([N:7]([CH:1]3[CH2:2][CH2:3][CH2:4][CH2:5][CH2:6]3)[C:8](=[O:14])[CH:9]([CH2:12][CH3:13])[CH2:10][CH3:11])[CH2:16][CH2:17]2)=[O:43])=[CH:45][CH:46]=1.